Dataset: CYP2D6 inhibition data for predicting drug metabolism from PubChem BioAssay. Task: Regression/Classification. Given a drug SMILES string, predict its absorption, distribution, metabolism, or excretion properties. Task type varies by dataset: regression for continuous measurements (e.g., permeability, clearance, half-life) or binary classification for categorical outcomes (e.g., BBB penetration, CYP inhibition). Dataset: cyp2d6_veith. (1) The compound is O=C1N/C(=C\c2ccc(N3CCOCC3)c(F)c2)C(=O)N1Cc1ccccc1. The result is 0 (non-inhibitor). (2) The molecule is CN1CCN(c2ncc3nc(CCc4ccccc4)c(=O)n(Cc4ccc(F)cc4)c3n2)CC1. The result is 0 (non-inhibitor). (3) The molecule is O=C(O)c1ccncc1.O=C(O)c1ccncc1.[NH2-].[NH2-].[Pt]. The result is 0 (non-inhibitor). (4) The result is 0 (non-inhibitor). The molecule is O=C(CNC(=O)c1ccco1)OCc1c(F)cccc1Cl. (5) The drug is CCOC(=O)C(CC)(CC)C(=O)/C=C/c1ccc(Br)cc1. The result is 0 (non-inhibitor). (6) The molecule is O=c1nc2ccccc2c(NS(=O)(=O)c2ccc(Cl)cc2)n1-c1ccccc1. The result is 0 (non-inhibitor).